Dataset: Reaction yield outcomes from USPTO patents with 853,638 reactions. Task: Predict the reaction yield, written as a fraction of the theoretical maximum amount of product (1.0 means a 100% yield; for example, 0.34 means a 34% yield). (1) The catalyst is O1CCCC1. The reactants are [N:1]([C:4]1[C:5]2[S:25][CH2:24][CH2:23][C:6]=2[N:7]=[C:8]([N:10]2[CH2:15][CH2:14][N:13]([C:16]3[CH:21]=[CH:20][C:19]([Cl:22])=[CH:18][CH:17]=3)[CH2:12][CH2:11]2)[N:9]=1)=[N+]=[N-].[H-].[Al+3].[Li+].[H-].[H-].[H-].[OH-].[Na+].O. The product is [Cl:22][C:19]1[CH:18]=[CH:17][C:16]([N:13]2[CH2:12][CH2:11][N:10]([C:8]3[N:9]=[C:4]([NH2:1])[C:5]4[S:25][CH2:24][CH2:23][C:6]=4[N:7]=3)[CH2:15][CH2:14]2)=[CH:21][CH:20]=1. The yield is 0.840. (2) The reactants are [CH3:1][C:2]1[S:6][C:5]([CH2:7][CH2:8][C:9]([O:11]CC)=[O:10])=[N:4][CH:3]=1.[OH-].[Li+]. The catalyst is C1COCC1.O. The product is [CH3:1][C:2]1[S:6][C:5]([CH2:7][CH2:8][C:9]([OH:11])=[O:10])=[N:4][CH:3]=1. The yield is 0.877. (3) The reactants are [H-].[Na+].[CH2:3]([OH:7])[CH2:4][CH2:5][OH:6].[CH2:8](CS([O-])(=O)=O)[CH2:9][CH:10]([CH2:12][CH2:13][CH2:14][CH:15]([CH2:17][CH2:18][CH2:19][CH:20]([CH2:22][CH2:23][CH2:24][CH:25]([CH3:27])[CH3:26])[CH3:21])[CH3:16])[CH3:11]. No catalyst specified. The product is [CH2:8]([O:6][CH2:5][CH2:4][CH2:3][OH:7])[CH2:9][CH:10]([CH2:12][CH2:13][CH2:14][CH:15]([CH2:17][CH2:18][CH2:19][CH:20]([CH2:22][CH2:23][CH2:24][CH:25]([CH3:26])[CH3:27])[CH3:21])[CH3:16])[CH3:11]. The yield is 0.870. (4) The reactants are [CH3:1][N:2]1[CH:6]=[C:5](/[CH:7]=[CH:8]/[C:9]([O:11]CC)=[O:10])[CH:4]=[N:3]1.CO.[OH-].[Na+].Cl. The catalyst is O1CCCC1. The product is [CH3:1][N:2]1[CH:6]=[C:5](/[CH:7]=[CH:8]/[C:9]([OH:11])=[O:10])[CH:4]=[N:3]1. The yield is 0.830. (5) The reactants are [CH:1]([C@H:14]1[O:19][CH2:18][C@@H:17]([NH:20][CH2:21][C:22]2[CH:27]=[CH:26][C:25]([N+:28]([O-])=O)=[CH:24][CH:23]=2)[CH2:16][CH2:15]1)([C:8]1[CH:13]=[CH:12][CH:11]=[CH:10][CH:9]=1)[C:2]1[CH:7]=[CH:6][CH:5]=[CH:4][CH:3]=1.Cl[Sn]Cl.CCOC(C)=O.CCN(CC)CC. The catalyst is CCO.CCOC(C)=O. The product is [CH:1]([C@H:14]1[O:19][CH2:18][C@@H:17]([NH:20][CH2:21][C:22]2[CH:23]=[CH:24][C:25]([NH2:28])=[CH:26][CH:27]=2)[CH2:16][CH2:15]1)([C:2]1[CH:3]=[CH:4][CH:5]=[CH:6][CH:7]=1)[C:8]1[CH:9]=[CH:10][CH:11]=[CH:12][CH:13]=1. The yield is 0.600. (6) The reactants are [N+:1]([C:4]1[CH:5]=[C:6]2[C:10](=[CH:11][CH:12]=1)[NH:9][CH:8]=[CH:7]2)([O-:3])=[O:2].[C:13](O[C:13]([O:15][C:16]([CH3:19])([CH3:18])[CH3:17])=[O:14])([O:15][C:16]([CH3:19])([CH3:18])[CH3:17])=[O:14]. The catalyst is CN(C1C=CN=CC=1)C.C1COCC1. The product is [C:16]([O:15][C:13]([N:9]1[C:10]2[C:6](=[CH:5][C:4]([N+:1]([O-:3])=[O:2])=[CH:12][CH:11]=2)[CH:7]=[CH:8]1)=[O:14])([CH3:19])([CH3:18])[CH3:17]. The yield is 0.780. (7) The reactants are Br[C:2]1[CH:3]=[C:4]([NH:10][C:11]2[CH:16]=[CH:15][C:14]([N:17]3[CH2:22][C@@H:21]([CH3:23])[N:20]([CH:24]4[CH2:27][O:26][CH2:25]4)[CH2:19][C@@H:18]3[CH3:28])=[CH:13][N:12]=2)[C:5](=[O:9])[N:6]([CH3:8])[CH:7]=1.[B:29]1([B:29]2[O:33][C:32]([CH3:35])([CH3:34])[C:31]([CH3:37])([CH3:36])[O:30]2)[O:33][C:32]([CH3:35])([CH3:34])[C:31]([CH3:37])([CH3:36])[O:30]1.CC(C1C=C(C(C)C)C(C2C=CC=CC=2P(C2CCCCC2)C2CCCCC2)=C(C(C)C)C=1)C.C([O-])(=O)C.[K+]. The catalyst is C1C=CC(/C=C/C(/C=C/C2C=CC=CC=2)=O)=CC=1.C1C=CC(/C=C/C(/C=C/C2C=CC=CC=2)=O)=CC=1.C1C=CC(/C=C/C(/C=C/C2C=CC=CC=2)=O)=CC=1.[Pd].[Pd].O1CCOCC1. The product is [CH3:28][C@H:18]1[CH2:19][N:20]([CH:24]2[CH2:27][O:26][CH2:25]2)[C@H:21]([CH3:23])[CH2:22][N:17]1[C:14]1[CH:15]=[CH:16][C:11]([NH:10][C:4]2[C:5](=[O:9])[N:6]([CH3:8])[CH:7]=[C:2]([B:29]3[O:33][C:32]([CH3:35])([CH3:34])[C:31]([CH3:37])([CH3:36])[O:30]3)[CH:3]=2)=[N:12][CH:13]=1. The yield is 0.900.